From a dataset of NCI-60 drug combinations with 297,098 pairs across 59 cell lines. Regression. Given two drug SMILES strings and cell line genomic features, predict the synergy score measuring deviation from expected non-interaction effect. (1) Drug 1: CCC1(CC2CC(C3=C(CCN(C2)C1)C4=CC=CC=C4N3)(C5=C(C=C6C(=C5)C78CCN9C7C(C=CC9)(C(C(C8N6C=O)(C(=O)OC)O)OC(=O)C)CC)OC)C(=O)OC)O.OS(=O)(=O)O. Drug 2: CCCCCOC(=O)NC1=NC(=O)N(C=C1F)C2C(C(C(O2)C)O)O. Cell line: RXF 393. Synergy scores: CSS=2.45, Synergy_ZIP=-2.73, Synergy_Bliss=1.93, Synergy_Loewe=0.391, Synergy_HSA=0.662. (2) Synergy scores: CSS=31.7, Synergy_ZIP=-12.4, Synergy_Bliss=-3.71, Synergy_Loewe=-2.92, Synergy_HSA=-1.24. Drug 1: CC1C(C(CC(O1)OC2CC(CC3=C2C(=C4C(=C3O)C(=O)C5=C(C4=O)C(=CC=C5)OC)O)(C(=O)C)O)N)O.Cl. Cell line: MCF7. Drug 2: C1CCC(C(C1)N)N.C(=O)(C(=O)[O-])[O-].[Pt+4]. (3) Drug 1: CC1=C(C(=CC=C1)Cl)NC(=O)C2=CN=C(S2)NC3=CC(=NC(=N3)C)N4CCN(CC4)CCO. Drug 2: C1=CC=C(C(=C1)C(C2=CC=C(C=C2)Cl)C(Cl)Cl)Cl. Cell line: MALME-3M. Synergy scores: CSS=5.25, Synergy_ZIP=-1.93, Synergy_Bliss=-0.0247, Synergy_Loewe=-2.13, Synergy_HSA=0.355.